This data is from Forward reaction prediction with 1.9M reactions from USPTO patents (1976-2016). The task is: Predict the product of the given reaction. (1) Given the reactants Br[C:2]1[CH:7]=[CH:6][C:5](/[CH:8]=[CH:9]/[S:10]([NH:13][C:14]2[CH:19]=[CH:18][CH:17]=[CH:16][C:15]=2[S:20]([NH2:23])(=[O:22])=[O:21])(=[O:12])=[O:11])=[CH:4][CH:3]=1.[C:24]1(B(O)O)[CH2:28][CH2:27][CH2:26][CH:25]=1.C(=O)([O-])[O-].[Na+].[Na+], predict the reaction product. The product is: [C:24]1([C:2]2[CH:7]=[CH:6][C:5](/[CH:8]=[CH:9]/[S:10]([NH:13][C:14]3[CH:19]=[CH:18][CH:17]=[CH:16][C:15]=3[S:20]([NH2:23])(=[O:22])=[O:21])(=[O:12])=[O:11])=[CH:4][CH:3]=2)[CH2:28][CH2:27][CH2:26][CH:25]=1. (2) Given the reactants [C:9](O[C:9]([O:11][C:12]([CH3:15])([CH3:14])[CH3:13])=[O:10])([O:11][C:12]([CH3:15])([CH3:14])[CH3:13])=[O:10].[NH2:16][C:17]1[NH:21][N:20]=[CH:19][C:18]=1[C:22]1[S:23][CH:24]=[CH:25][CH:26]=1.C(Cl)Cl, predict the reaction product. The product is: [NH2:16][C:17]1[C:18]([C:22]2[S:23][CH:24]=[CH:25][CH:26]=2)=[CH:19][N:20]([C:9]([O:11][C:12]([CH3:13])([CH3:14])[CH3:15])=[O:10])[N:21]=1.